This data is from NCI-60 drug combinations with 297,098 pairs across 59 cell lines. The task is: Regression. Given two drug SMILES strings and cell line genomic features, predict the synergy score measuring deviation from expected non-interaction effect. (1) Drug 1: C1=CC(=CC=C1CCC2=CNC3=C2C(=O)NC(=N3)N)C(=O)NC(CCC(=O)O)C(=O)O. Cell line: SK-OV-3. Synergy scores: CSS=26.8, Synergy_ZIP=-5.33, Synergy_Bliss=-10.2, Synergy_Loewe=-16.7, Synergy_HSA=-9.97. Drug 2: C1=NC2=C(N=C(N=C2N1C3C(C(C(O3)CO)O)O)F)N. (2) Drug 1: C1=CC(=CC=C1CCCC(=O)O)N(CCCl)CCCl. Cell line: NCI-H460. Synergy scores: CSS=27.9, Synergy_ZIP=0.0366, Synergy_Bliss=0.151, Synergy_Loewe=-1.18, Synergy_HSA=-0.474. Drug 2: CC12CCC3C(C1CCC2O)C(CC4=C3C=CC(=C4)O)CCCCCCCCCS(=O)CCCC(C(F)(F)F)(F)F. (3) Synergy scores: CSS=20.9, Synergy_ZIP=-7.04, Synergy_Bliss=-1.21, Synergy_Loewe=-12.2, Synergy_HSA=-2.21. Cell line: RXF 393. Drug 1: CCC1(CC2CC(C3=C(CCN(C2)C1)C4=CC=CC=C4N3)(C5=C(C=C6C(=C5)C78CCN9C7C(C=CC9)(C(C(C8N6C=O)(C(=O)OC)O)OC(=O)C)CC)OC)C(=O)OC)O.OS(=O)(=O)O. Drug 2: CC(C)(C#N)C1=CC(=CC(=C1)CN2C=NC=N2)C(C)(C)C#N. (4) Drug 1: CC1C(C(CC(O1)OC2CC(CC3=C2C(=C4C(=C3O)C(=O)C5=C(C4=O)C(=CC=C5)OC)O)(C(=O)CO)O)N)O.Cl. Drug 2: CC1C(C(CC(O1)OC2CC(CC3=C2C(=C4C(=C3O)C(=O)C5=C(C4=O)C(=CC=C5)OC)O)(C(=O)C)O)N)O.Cl. Cell line: RXF 393. Synergy scores: CSS=23.7, Synergy_ZIP=-9.81, Synergy_Bliss=-0.0110, Synergy_Loewe=-9.47, Synergy_HSA=1.89.